Dataset: Full USPTO retrosynthesis dataset with 1.9M reactions from patents (1976-2016). Task: Predict the reactants needed to synthesize the given product. Given the product [CH2:25]([CH:24]([N:4]1[C:5]2[N:6]=[C:7]([N:12]([CH2:22][CH3:23])[C:13]3[C:18]([CH3:19])=[CH:17][C:16]([CH3:20])=[CH:15][C:14]=3[CH3:21])[N:8]=[C:9]([CH3:11])[C:10]=2[CH:2]([NH:1][C:31]([NH:30][CH:33]([CH3:35])[CH3:34])=[O:32])[C:3]1=[O:29])[CH2:27][CH3:28])[CH3:26], predict the reactants needed to synthesize it. The reactants are: [NH2:1][CH:2]1[C:10]2[C:9]([CH3:11])=[N:8][C:7]([N:12]([CH2:22][CH3:23])[C:13]3[C:18]([CH3:19])=[CH:17][C:16]([CH3:20])=[CH:15][C:14]=3[CH3:21])=[N:6][C:5]=2[N:4]([CH:24]([CH2:27][CH3:28])[CH2:25][CH3:26])[C:3]1=[O:29].[N:30]([CH:33]([CH3:35])[CH3:34])=[C:31]=[O:32].CN(CCCN)C.O.